Dataset: Experimentally validated miRNA-target interactions with 360,000+ pairs, plus equal number of negative samples. Task: Binary Classification. Given a miRNA mature sequence and a target amino acid sequence, predict their likelihood of interaction. (1) The miRNA is ssc-miR-143-3p with sequence UGAGAUGAAGCACUGUAGCUC. The protein sequence of the target gene is MALSDEPAAGGPEEEAEDETLAFGAALEAFGESAETRALLGRLREVHGGGAEREVALERFRVIMDKYQEQPHLLDPHLEWMMNLLLDIVQDQTSPASLVHLAFKFLYIITKVRGYKTFLRLFPHEVADVEPVLDLVTIQNPKDHEAWETRYMLLLWLSVTCLIPFDFSRLDGNLLTQPGQARMSIMDRILQIAESYLIVSDKARDAAAVLVSRFITRPDVKQSKMAEFLDWSLCNLARSSFQTMQGVITMDGTLQALAQIFKHGKREDCLPYAATVLRCLDGCRLPESNQTLLRKLGVKL.... Result: 0 (no interaction). (2) The miRNA is mmu-miR-503-5p with sequence UAGCAGCGGGAACAGUACUGCAG. The protein sequence of the target gene is MIDSSKKQQQGFPEILTAGDFEPLKEKECLEGSNQKSLKEVLQLRLQQRRTREQLVDQGIMPPLKSPAAFHEQIKSLERARTENFLKHKIRSRPDRSELVRMHILEETFAEPSLQATQMKLKRARLADDLNEKIAQRPGPMELVEKNILPVDSSVKEAIIGVGKEDYPHTQGDFSFDEDSSDALSPDQPASQESQGSAASPSEPKVSESPSPVTTNTPAQFASVSPTVPEFLKTPPTADQPPPRPAAPVLPTNTVSSAKPGPALVKQSHPKNPNDKHRSKKCKDPKPRVKKLKYHQYIPP.... Result: 0 (no interaction). (3) The miRNA is hsa-miR-5011-5p with sequence UAUAUAUACAGCCAUGCACUC. The protein sequence of the target gene is MASPSKAVIVPGNGGGDVTTHGWYGWVKKELEKIPGFQCLAKNMPDPITARESIWLPFMETELHCDEKTIIIGHSSGAIAAMRYAETHRVYAIVLVSAYTSDLGDENERASGYFTRPWQWEKIKANCPYIVQFGSTDDPFLPWKEQQEVADRLETKLHKFTDCGHFQNTEFHELITVVKSLLKVPA. Result: 1 (interaction).